From a dataset of Full USPTO retrosynthesis dataset with 1.9M reactions from patents (1976-2016). Predict the reactants needed to synthesize the given product. Given the product [CH3:47][Si:44]([CH3:45])([CH3:46])[C:42]1[CH:41]=[C:21]([CH:20]=[C:19]([Si:18]([CH3:17])([CH3:48])[CH3:49])[CH:43]=1)[C:22]([NH:24][C:25]1[CH:30]=[CH:29][C:28](/[C:32](/[CH3:39])=[CH:33]/[C:34]([O:36][CH2:37][CH3:38])=[O:35])=[C:27]([F:40])[CH:26]=1)=[O:23], predict the reactants needed to synthesize it. The reactants are: NC1C=CC(/C(/C)=C/C(OCC)=O)=C(F)C=1.[CH3:17][Si:18]([CH3:49])([CH3:48])[C:19]1[CH:20]=[C:21]([CH:41]=[C:42]([Si:44]([CH3:47])([CH3:46])[CH3:45])[CH:43]=1)[C:22]([NH:24][C:25]1[C:30](F)=[CH:29][C:28](/[C:32](/[CH3:39])=[CH:33]/[C:34]([O:36][CH2:37][CH3:38])=[O:35])=[C:27]([F:40])[CH:26]=1)=[O:23].